This data is from Reaction yield outcomes from USPTO patents with 853,638 reactions. The task is: Predict the reaction yield, written as a fraction of the theoretical maximum amount of product (1.0 means a 100% yield; for example, 0.34 means a 34% yield). (1) The reactants are Cl.C(OC([N:9]1[CH:14]([C:15]2[NH:19][C:18]3[CH:20]=[C:21]([C:24]4[CH:29]=[CH:28][C:27]([C:30]5[CH:35]=[CH:34][C:33]([C:36]6[NH:37][C:38]([CH:41]7[CH2:47][C:44]8([CH2:46][CH2:45]8)[CH2:43][N:42]7[C:48](OC(C)(C)C)=[O:49])=[N:39][CH:40]=6)=[CH:32][CH:31]=5)=[CH:26][CH:25]=4)[CH:22]=[CH:23][C:17]=3[N:16]=2)[CH:13]2[CH2:55][CH:10]1[CH2:11][CH2:12]2)=O)(C)(C)C.[CH3:56][O:57][C:58]([NH:60][CH:61]([CH:65]([CH3:67])[CH3:66])[C:62]([OH:64])=O)=[O:59].[CH3:68]N1CCOCC1.CN(C(ON1N=NC2[CH:86]=[CH:87][CH:88]=[N:89]C1=2)=[N+](C)C)C.F[P-](F)(F)(F)(F)F.[C:99]([O:102][CH2:103]C)(=[O:101])C. The catalyst is O1CCOCC1.C(Cl)Cl. The product is [CH3:103][O:102][C:99](=[O:101])[NH:89][CH:88]([C:48]([N:42]1[CH:41]([C:38]2[NH:37][C:36]([C:33]3[CH:32]=[CH:31][C:30]([C:27]4[CH:26]=[CH:25][C:24]([C:21]5[CH:22]=[CH:23][C:17]6[N:16]=[C:15]([CH:14]7[CH:12]8[CH2:11][CH:10]([CH2:55][CH2:13]8)[N:9]7[C:62](=[O:64])[CH:61]([NH:60][C:58]([O:57][CH3:56])=[O:59])[CH:65]([CH3:67])[CH3:66])[NH:19][C:18]=6[CH:20]=5)=[CH:29][CH:28]=4)=[CH:35][CH:34]=3)=[CH:40][N:39]=2)[CH2:47][C:44]2([CH2:45][CH2:46]2)[CH2:43]1)=[O:49])[CH:87]([CH3:68])[CH3:86]. The yield is 0.530. (2) The reactants are FC(F)(F)S(O[C:7]1[CH:12]=[C:11]([Cl:13])[C:10]([CH2:14][CH:15]2[CH2:19][CH2:18][N:17]([CH:20]3[CH2:25][CH2:24][CH2:23][CH2:22][CH2:21]3)[C:16]2=[O:26])=[C:9]([Cl:27])[CH:8]=1)(=O)=O.[C:30]([C:32]1[CH:33]=[C:34](B(O)O)[CH:35]=[CH:36][C:37]=1[F:38])#[N:31].C(=O)([O-])[O-].[Na+].[Na+].O. The catalyst is C1COCC1.C1C=CC([P]([Pd]([P](C2C=CC=CC=2)(C2C=CC=CC=2)C2C=CC=CC=2)([P](C2C=CC=CC=2)(C2C=CC=CC=2)C2C=CC=CC=2)[P](C2C=CC=CC=2)(C2C=CC=CC=2)C2C=CC=CC=2)(C2C=CC=CC=2)C2C=CC=CC=2)=CC=1. The product is [Cl:13][C:11]1[CH:12]=[C:7]([C:34]2[CH:35]=[CH:36][C:37]([F:38])=[C:32]([C:30]#[N:31])[CH:33]=2)[CH:8]=[C:9]([Cl:27])[C:10]=1[CH2:14][CH:15]1[CH2:19][CH2:18][N:17]([CH:20]2[CH2:21][CH2:22][CH2:23][CH2:24][CH2:25]2)[C:16]1=[O:26]. The yield is 0.880. (3) The yield is 0.680. The catalyst is C(O)(=O)C.CO. The reactants are [Cl:1][C:2]1[CH:9]=[CH:8][C:5]([C:6]#[N:7])=[C:4]([O:10][C:11]2[C:20]3[C:15](=[CH:16][CH:17]=[CH:18][CH:19]=3)[C:14]([CH:21]=O)=[CH:13][CH:12]=2)[CH:3]=1.CN.[C:25]([BH3-])#[N:26].[Na+].[C:29]([OH:36])(=[O:35])/[CH:30]=[CH:31]/[C:32]([OH:34])=[O:33]. The product is [C:29]([OH:36])(=[O:35])/[CH:30]=[CH:31]/[C:32]([OH:34])=[O:33].[Cl:1][C:2]1[CH:9]=[CH:8][C:5]([C:6]#[N:7])=[C:4]([O:10][C:11]2[C:20]3[C:15](=[CH:16][CH:17]=[CH:18][CH:19]=3)[C:14]([CH2:21][NH:26][CH3:25])=[CH:13][CH:12]=2)[CH:3]=1. (4) The reactants are [C:1]([NH:5][S:6]([C:9]1[CH:14]=[CH:13][C:12]([N:15]2[C:19]([CH2:20][CH:21]3[CH2:26][CH2:25][CH2:24][CH2:23][CH2:22]3)=[C:18]([CH3:27])[C:17]([C:28]([NH:30][CH2:31][CH2:32][C:33]([CH3:38])([CH3:37])[C:34]([OH:36])=[O:35])=[O:29])=[C:16]2[C:39]#[N:40])=[CH:11][C:10]=1[C:41]([F:44])([F:43])[F:42])(=[O:8])=[O:7])([CH3:4])([CH3:3])[CH3:2].C([O-])([O-])=[O:46].[K+].[K+].OO. The catalyst is CS(C)=O.O. The product is [C:1]([NH:5][S:6]([C:9]1[CH:14]=[CH:13][C:12]([N:15]2[C:19]([CH2:20][CH:21]3[CH2:26][CH2:25][CH2:24][CH2:23][CH2:22]3)=[C:18]([CH3:27])[C:17]([C:28]([NH:30][CH2:31][CH2:32][C:33]([CH3:38])([CH3:37])[C:34]([OH:36])=[O:35])=[O:29])=[C:16]2[C:39](=[O:46])[NH2:40])=[CH:11][C:10]=1[C:41]([F:43])([F:44])[F:42])(=[O:8])=[O:7])([CH3:2])([CH3:3])[CH3:4]. The yield is 0.230. (5) The reactants are [Cl:1][C:2]1[CH:9]=[CH:8][C:5]([C:6]#[N:7])=[C:4]([O:10][C:11]2[CH:16]=[CH:15][CH:14]=[C:13]([CH:17]=O)[C:12]=2[O:19][CH2:20][CH3:21])[CH:3]=1.CN.[C:24]([BH3-])#[N:25].[Na+].[C:28]([OH:35])(=[O:34])/[CH:29]=[CH:30]/[C:31]([OH:33])=[O:32]. The catalyst is C(OCC)(=O)C.C(O)(=O)C.CO. The product is [C:28]([OH:35])(=[O:34])/[CH:29]=[CH:30]/[C:31]([OH:33])=[O:32].[Cl:1][C:2]1[CH:9]=[CH:8][C:5]([C:6]#[N:7])=[C:4]([O:10][C:11]2[CH:16]=[CH:15][CH:14]=[C:13]([CH2:17][NH:25][CH3:24])[C:12]=2[O:19][CH2:20][CH3:21])[CH:3]=1. The yield is 0.670.